This data is from Reaction yield outcomes from USPTO patents with 853,638 reactions. The task is: Predict the reaction yield, written as a fraction of the theoretical maximum amount of product (1.0 means a 100% yield; for example, 0.34 means a 34% yield). (1) The reactants are [CH3:1][O:2][CH:3]([O:7][CH3:8])[C:4]([CH3:6])=O.[CH2:9]([SH:16])[C:10]1[CH:15]=[CH:14][CH:13]=[CH:12][CH:11]=1.[N+:17]([CH3:20])([O-:19])=[O:18].C(N)CN. The catalyst is C(#N)C. The product is [CH3:1][O:2][CH:3]([O:7][CH3:8])[C:4]([S:16][CH2:9][C:10]1[CH:15]=[CH:14][CH:13]=[CH:12][CH:11]=1)([CH3:6])[CH2:20][N+:17]([O-:19])=[O:18]. The yield is 0.480. (2) The reactants are C[Si]([N-][Si](C)(C)C)(C)C.[Na+].[F:11][C:12]1[CH:17]=[C:16]([CH3:18])[CH:15]=[CH:14][N:13]=1.[C:19](OC)(=[O:26])[C:20]1[CH:25]=[CH:24][CH:23]=[N:22][CH:21]=1.Cl.[OH-].[Na+]. The catalyst is O1CCCC1. The product is [F:11][C:12]1[CH:17]=[C:16]([CH2:18][C:19]([C:20]2[CH:21]=[N:22][CH:23]=[CH:24][CH:25]=2)=[O:26])[CH:15]=[CH:14][N:13]=1. The yield is 0.610.